Dataset: Full USPTO retrosynthesis dataset with 1.9M reactions from patents (1976-2016). Task: Predict the reactants needed to synthesize the given product. (1) Given the product [Cl:1][C:2]1[CH:20]=[CH:19][CH:18]=[C:17]([Cl:21])[C:3]=1[CH2:4][CH:5]1[CH2:9][CH2:8][N:7]([CH:10]2[CH2:15][CH2:14][N:13]([CH2:22][CH3:23])[CH2:12][CH2:11]2)[C:6]1=[O:16], predict the reactants needed to synthesize it. The reactants are: [Cl:1][C:2]1[CH:20]=[CH:19][CH:18]=[C:17]([Cl:21])[C:3]=1[CH2:4][CH:5]1[CH2:9][CH2:8][N:7]([CH:10]2[CH2:15][CH2:14][NH:13][CH2:12][CH2:11]2)[C:6]1=[O:16].[CH2:22](I)[CH3:23].C(N(CC)CC)C.CN(C)C=O. (2) Given the product [I:18][C:19]1[CH:20]=[C:21]([NH:22][CH:11]=[C:5]2[C:6](=[O:8])[O:7][C:2]([CH3:10])([CH3:1])[O:3][C:4]2=[O:9])[CH:23]=[CH:24][C:25]=1[O:26][CH3:27], predict the reactants needed to synthesize it. The reactants are: [CH3:1][C:2]1([CH3:10])[O:7][C:6](=[O:8])[CH2:5][C:4](=[O:9])[O:3]1.[CH3:11]OC(OC)OC.[I:18][C:19]1[CH:20]=[C:21]([CH:23]=[CH:24][C:25]=1[O:26][CH3:27])[NH2:22]. (3) Given the product [NH2:1][C:2]1[N:3]=[C:4]([C:11]2[CH:16]=[CH:15][CH:14]=[CH:13][CH:12]=2)[C:5]([C:9]#[N:10])=[C:6]([O:17][CH2:18][C:19]2[CH:24]=[CH:23][CH:22]=[CH:21][N:20]=2)[N:7]=1, predict the reactants needed to synthesize it. The reactants are: [NH2:1][C:2]1[N:7]=[C:6](Cl)[C:5]([C:9]#[N:10])=[C:4]([C:11]2[CH:16]=[CH:15][CH:14]=[CH:13][CH:12]=2)[N:3]=1.[OH:17][CH2:18][C:19]1[CH:24]=[CH:23][CH:22]=[CH:21][N:20]=1.C1CCN2C(=NCCC2)CC1. (4) Given the product [CH:5]12[O:8][CH:1]([CH2:7][CH2:6]1)[CH2:2][N:3]([C:9]1[CH:18]=[C:17]3[C:12]([N:13]=[CH:14][CH:15]=[N:16]3)=[C:11]([NH:19][CH:20]3[CH2:25][CH2:24][CH:23]([NH2:26])[CH2:22][CH2:21]3)[CH:10]=1)[CH2:4]2.[F:37][C:36]([F:39])([F:38])[C:34]([O-:40])=[O:35], predict the reactants needed to synthesize it. The reactants are: [CH:1]12[O:8][CH:5]([CH2:6][CH2:7]1)[CH2:4][N:3]([C:9]1[CH:18]=[C:17]3[C:12]([N:13]=[CH:14][CH:15]=[N:16]3)=[C:11]([NH:19][CH:20]3[CH2:25][CH2:24][CH:23]([NH:26]C(=O)OC(C)(C)C)[CH2:22][CH2:21]3)[CH:10]=1)[CH2:2]2.[C:34]([OH:40])([C:36]([F:39])([F:38])[F:37])=[O:35]. (5) Given the product [C:1]([O:5][C:6]([C:8]1[C:9]([C:14]2[CH:19]=[CH:18][C:17]([CH2:20][N:21]3[C:25]([CH:26]=[O:27])=[C:24]([CH:37]=[CH2:38])[N:23]=[C:22]3[O:29][CH2:30][CH3:31])=[CH:16][CH:15]=2)=[CH:10][CH:11]=[CH:12][CH:13]=1)=[O:7])([CH3:4])([CH3:3])[CH3:2], predict the reactants needed to synthesize it. The reactants are: [C:1]([O:5][C:6]([C:8]1[C:9]([C:14]2[CH:19]=[CH:18][C:17]([CH2:20][N:21]3[C:25]([CH:26]=[O:27])=[C:24](Br)[N:23]=[C:22]3[O:29][CH2:30][CH3:31])=[CH:16][CH:15]=2)=[CH:10][CH:11]=[CH:12][CH:13]=1)=[O:7])([CH3:4])([CH3:3])[CH3:2].CN(C=O)C.[CH3:37][CH2:38]OC(C)=O.